The task is: Predict which catalyst facilitates the given reaction.. This data is from Catalyst prediction with 721,799 reactions and 888 catalyst types from USPTO. (1) Reactant: [CH3:1][O:2][C:3]1[C:8]([O:9][CH3:10])=[C:7]([O:11][CH3:12])[CH:6]=[CH:5][C:4]=1/[CH:13]=[CH:14]/[CH2:15][CH2:16][C:17]([OH:19])=[O:18]. Product: [CH3:1][O:2][C:3]1[C:8]([O:9][CH3:10])=[C:7]([O:11][CH3:12])[CH:6]=[CH:5][C:4]=1[CH2:13][CH2:14][CH2:15][CH2:16][C:17]([OH:19])=[O:18]. The catalyst class is: 19. (2) Reactant: [Cl:1][C:2]1[N:11]=[C:10]([N:12]2[CH2:17][CH2:16][O:15][CH2:14][CH2:13]2)[C:9]2[C:4](=[CH:5][C:6]([C:18]3[O:22][C:21]([CH:23]=[O:24])=[CH:20][CH:19]=3)=[CH:7][CH:8]=2)[N:3]=1.[CH3:25][Mg]Br.C(OCC)C. Product: [Cl:1][C:2]1[N:11]=[C:10]([N:12]2[CH2:13][CH2:14][O:15][CH2:16][CH2:17]2)[C:9]2[C:4](=[CH:5][C:6]([C:18]3[O:22][C:21]([CH:23]([OH:24])[CH3:25])=[CH:20][CH:19]=3)=[CH:7][CH:8]=2)[N:3]=1. The catalyst class is: 1.